From a dataset of Catalyst prediction with 721,799 reactions and 888 catalyst types from USPTO. Predict which catalyst facilitates the given reaction. (1) Reactant: [C:1]([NH:9][CH2:10][C@H:11]([OH:14])[CH2:12][OH:13])(=[O:8])[C:2]1[CH:7]=[CH:6][CH:5]=[CH:4][CH:3]=1.[S:15](Cl)(Cl)=[O:16].C(N(CC)CC)C.Cl. Product: [C:1]([NH:9][CH2:10][CH:11]1[CH2:12][O:13][S:15](=[O:16])[O:14]1)(=[O:8])[C:2]1[CH:7]=[CH:6][CH:5]=[CH:4][CH:3]=1. The catalyst class is: 34. (2) Reactant: O=[C:2]1[C:8]2[CH:9]=[CH:10][CH:11]=[CH:12][C:7]=2[O:6][CH2:5][CH:4]2[CH2:13][N:14]([C:17]([O:19][C:20]([CH3:23])([CH3:22])[CH3:21])=[O:18])[CH2:15][CH2:16][N:3]12.B.O1CCCC1.CO.[OH-].[Na+]. Product: [CH2:13]1[CH:4]2[CH2:5][O:6][C:7]3[CH:12]=[CH:11][CH:10]=[CH:9][C:8]=3[CH2:2][N:3]2[CH2:16][CH2:15][N:14]1[C:17]([O:19][C:20]([CH3:23])([CH3:22])[CH3:21])=[O:18]. The catalyst class is: 7. (3) Product: [CH2:18]([N:14]1[C:15]2[CH2:16][CH2:17][NH:8][CH2:9][CH2:10][C:11]=2[C:12]([C:25]2[CH:26]=[CH:27][C:28]([C:31]#[N:32])=[CH:29][CH:30]=2)=[N:13]1)[C:19]1[CH:20]=[CH:21][CH:22]=[CH:23][CH:24]=1. Reactant: C(OC([N:8]1[CH2:17][CH2:16][C:15]2[N:14]([CH2:18][C:19]3[CH:24]=[CH:23][CH:22]=[CH:21][CH:20]=3)[N:13]=[C:12]([C:25]3[CH:30]=[CH:29][C:28]([C:31]#[N:32])=[CH:27][CH:26]=3)[C:11]=2[CH2:10][CH2:9]1)=O)(C)(C)C.C(OC(N1CCC2N(CC3C=CC=CC=3)N=CC=2CC1)=O)(C)(C)C.C(O)(C(F)(F)F)=O. The catalyst class is: 2. (4) Reactant: [C:1](Cl)(=O)[C:2]([Cl:4])=[O:3].C1(C)C=CC=CC=1.[CH2:14]([O:25][C:26]1[CH:27]=C([CH:32]=[CH:33][CH:34]=1)C(O)=O)[CH2:15][CH2:16][CH2:17][CH2:18][CH2:19][CH2:20][CH2:21][CH2:22][CH2:23][CH3:24]. Product: [CH2:14]([O:25][C:26]1[CH:27]=[C:1]([CH:32]=[CH:33][CH:34]=1)[C:2]([Cl:4])=[O:3])[CH2:15][CH2:16][CH2:17][CH2:18][CH2:19][CH2:20][CH2:21][CH2:22][CH2:23][CH3:24]. The catalyst class is: 85. (5) Reactant: [CH3:1][CH:2]([N:4]1[C:8]2[N:9]=[C:10]([C:16]3[CH:21]=[CH:20][N:19]=[CH:18][CH:17]=3)[CH:11]=[C:12]([C:13]([OH:15])=O)[C:7]=2[CH:6]=[N:5]1)[CH3:3].FC(F)(F)C(O)=O.[NH2:29][CH2:30][C:31]1[C:32](=[O:44])[NH:33][C:34]([CH3:43])=[CH:35][C:36]=1[CH:37]1[CH2:42][CH2:41][CH2:40][CH2:39][CH2:38]1.C(Cl)CCl.C1C=NC2N(O)N=NC=2C=1.CN1CCOCC1. Product: [CH:37]1([C:36]2[CH:35]=[C:34]([CH3:43])[NH:33][C:32](=[O:44])[C:31]=2[CH2:30][NH:29][C:13]([C:12]2[C:7]3[CH:6]=[N:5][N:4]([CH:2]([CH3:1])[CH3:3])[C:8]=3[N:9]=[C:10]([C:16]3[CH:21]=[CH:20][N:19]=[CH:18][CH:17]=3)[CH:11]=2)=[O:15])[CH2:38][CH2:39][CH2:40][CH2:41][CH2:42]1. The catalyst class is: 18. (6) Reactant: [Cl:1][C:2]1[CH:3]=[C:4]([CH:8]=[CH:9][C:10]=1[CH2:11][N:12]1[CH2:17][CH2:16][N:15]([CH3:18])[CH2:14][CH2:13]1)[C:5]([OH:7])=O.F[P-](F)(F)(F)(F)F.N1(OC(N(C)C)=[N+](C)C)C2N=CC=CC=2N=N1.[NH2:43][C:44]1[CH:45]=[CH:46][C:47]([CH3:66])=[C:48]([C:50]2[CH:59]=[C:58]3[C:53]([CH:54]=[C:55]([NH:60][C:61]([CH:63]4[CH2:65][CH2:64]4)=[O:62])[N:56]=[CH:57]3)=[CH:52][CH:51]=2)[CH:49]=1.N1C=CC=CC=1. Product: [Cl:1][C:2]1[CH:3]=[C:4]([CH:8]=[CH:9][C:10]=1[CH2:11][N:12]1[CH2:17][CH2:16][N:15]([CH3:18])[CH2:14][CH2:13]1)[C:5]([NH:43][C:44]1[CH:45]=[CH:46][C:47]([CH3:66])=[C:48]([C:50]2[CH:59]=[C:58]3[C:53]([CH:54]=[C:55]([NH:60][C:61]([CH:63]4[CH2:65][CH2:64]4)=[O:62])[N:56]=[CH:57]3)=[CH:52][CH:51]=2)[CH:49]=1)=[O:7]. The catalyst class is: 288. (7) Reactant: [F:1][C:2]1[CH:20]=[C:19]([N+:21]([O-:23])=[O:22])[CH:18]=[CH:17][C:3]=1[O:4][C:5]1[CH:10]=[CH:9][N:8]=[C:7]2[CH:11]=[C:12]([C:14](Cl)=[O:15])[S:13][C:6]=12.Cl.[C:25]([N:32](C)[CH2:33][CH2:34][NH2:35])([O:27][C:28]([CH3:31])([CH3:30])[CH3:29])=[O:26].CCN(CC)CC. Product: [F:1][C:2]1[CH:20]=[C:19]([N+:21]([O-:23])=[O:22])[CH:18]=[CH:17][C:3]=1[O:4][C:5]1[CH:10]=[CH:9][N:8]=[C:7]2[CH:11]=[C:12]([C:14]([NH:35][CH2:34][CH2:33][NH:32][C:25](=[O:26])[O:27][C:28]([CH3:30])([CH3:29])[CH3:31])=[O:15])[S:13][C:6]=12. The catalyst class is: 91. (8) Reactant: [CH2:1]([N:8]1[CH2:13][CH2:12][CH:11]([C:14]([O:16][CH2:17][CH3:18])=[O:15])[CH:10]([OH:19])[CH2:9]1)[C:2]1[CH:7]=[CH:6][CH:5]=[CH:4][CH:3]=1.N1C=CN=C1.[Si:25](Cl)([C:38]([CH3:41])([CH3:40])[CH3:39])([C:32]1[CH:37]=[CH:36][CH:35]=[CH:34][CH:33]=1)[C:26]1[CH:31]=[CH:30][CH:29]=[CH:28][CH:27]=1. Product: [CH2:1]([N:8]1[CH2:13][CH2:12][C@@H:11]([C:14]([O:16][CH2:17][CH3:18])=[O:15])[C@H:10]([O:19][Si:25]([C:38]([CH3:41])([CH3:40])[CH3:39])([C:32]2[CH:33]=[CH:34][CH:35]=[CH:36][CH:37]=2)[C:26]2[CH:31]=[CH:30][CH:29]=[CH:28][CH:27]=2)[CH2:9]1)[C:2]1[CH:3]=[CH:4][CH:5]=[CH:6][CH:7]=1. The catalyst class is: 3.